This data is from Full USPTO retrosynthesis dataset with 1.9M reactions from patents (1976-2016). The task is: Predict the reactants needed to synthesize the given product. Given the product [ClH:43].[NH2:1][C:2]1[N:33]([CH2:34][C:35]([OH:38])([CH3:37])[CH3:36])[C:6]2[N:7]=[C:8]([NH:11][C:12]3[CH:17]=[CH:16][C:15]([CH:18]4[CH2:19][CH2:20][NH:21][CH2:22][CH2:23]4)=[CH:14][C:13]=3[O:31][CH3:32])[N:9]=[CH:10][C:5]=2[C:4](=[O:39])[C:3]=1[C:40]([NH2:41])=[O:42], predict the reactants needed to synthesize it. The reactants are: [NH2:1][C:2]1[N:33]([CH2:34][C:35]([OH:38])([CH3:37])[CH3:36])[C:6]2[N:7]=[C:8]([NH:11][C:12]3[CH:17]=[CH:16][C:15]([CH:18]4[CH2:23][CH2:22][N:21](C(OC(C)(C)C)=O)[CH2:20][CH2:19]4)=[CH:14][C:13]=3[O:31][CH3:32])[N:9]=[CH:10][C:5]=2[C:4](=[O:39])[C:3]=1[C:40](=[O:42])[NH2:41].[ClH:43].CCOCC.